This data is from Forward reaction prediction with 1.9M reactions from USPTO patents (1976-2016). The task is: Predict the product of the given reaction. Given the reactants Br[C:2]1[C:3]([CH3:23])=[C:4]([NH:9][C:10]([C:12]2[CH:22]=[CH:21][C:15]3[C:16]([CH3:20])([CH3:19])[CH2:17][O:18][C:14]=3[CH:13]=2)=[O:11])[CH:5]=[C:6]([F:8])[CH:7]=1.Cl[C:25]1[CH:30]=[CH:29][N:28]=[C:27]([NH2:31])[C:26]=1[N+:32]([O-])=O.[N:35]1([C:41]([C:43]2[CH:50]=[CH:49][C:46]([CH:47]=O)=[CH:45][CH:44]=2)=[O:42])[CH2:40][CH2:39][O:38][CH2:37][CH2:36]1, predict the reaction product. The product is: [F:8][C:6]1[CH:7]=[C:2]([C:25]2[CH:30]=[CH:29][N:28]=[C:27]3[NH:31][C:47]([C:46]4[CH:49]=[CH:50][C:43]([C:41]([N:35]5[CH2:40][CH2:39][O:38][CH2:37][CH2:36]5)=[O:42])=[CH:44][CH:45]=4)=[N:32][C:26]=23)[C:3]([CH3:23])=[C:4]([NH:9][C:10]([C:12]2[CH:22]=[CH:21][C:15]3[C:16]([CH3:20])([CH3:19])[CH2:17][O:18][C:14]=3[CH:13]=2)=[O:11])[CH:5]=1.